From a dataset of Forward reaction prediction with 1.9M reactions from USPTO patents (1976-2016). Predict the product of the given reaction. (1) Given the reactants Cl[S:2]([C:5]1[CH:6]=[C:7]([CH:23]=[CH:24][CH:25]=1)[C:8]([NH:10][C:11]1[CH:20]=[CH:19][C:18]([C:21]#[N:22])=[CH:17][C:12]=1[C:13]([O:15][CH3:16])=[O:14])=[O:9])(=[O:4])=[O:3].[NH:26]1[CH2:30][CH2:29][CH2:28][CH2:27]1, predict the reaction product. The product is: [C:21]([C:18]1[CH:19]=[CH:20][C:11]([NH:10][C:8](=[O:9])[C:7]2[CH:23]=[CH:24][CH:25]=[C:5]([S:2]([N:26]3[CH2:30][CH2:29][CH2:28][CH2:27]3)(=[O:4])=[O:3])[CH:6]=2)=[C:12]([CH:17]=1)[C:13]([O:15][CH3:16])=[O:14])#[N:22]. (2) Given the reactants [CH3:1][O:2][C:3]1[CH:47]=[CH:46][CH:45]=[CH:44][C:4]=1[CH2:5][O:6][CH2:7][CH2:8][CH2:9][O:10][C:11]1[CH:16]=[CH:15][C:14]([CH:17]2[CH2:22][CH2:21][N:20]([C:23]([O:25][C:26]([CH3:29])([CH3:28])[CH3:27])=[O:24])[CH2:19][CH:18]2[O:30][CH2:31][CH2:32]OS(C2C=CC(C)=CC=2)(=O)=O)=[CH:13][CH:12]=1.[OH:48][C:49]1[CH:54]=[CH:53][CH:52]=[CH:51][C:50]=1[CH2:55][CH2:56][NH:57][C:58](=[O:60])[CH3:59], predict the reaction product. The product is: [C:58]([NH:57][CH2:56][CH2:55][C:50]1[CH:51]=[CH:52][CH:53]=[CH:54][C:49]=1[O:48][CH2:32][CH2:31][O:30][CH:18]1[CH:17]([C:14]2[CH:13]=[CH:12][C:11]([O:10][CH2:9][CH2:8][CH2:7][O:6][CH2:5][C:4]3[CH:44]=[CH:45][CH:46]=[CH:47][C:3]=3[O:2][CH3:1])=[CH:16][CH:15]=2)[CH2:22][CH2:21][N:20]([C:23]([O:25][C:26]([CH3:27])([CH3:29])[CH3:28])=[O:24])[CH2:19]1)(=[O:60])[CH3:59]. (3) Given the reactants Cl[C:2]1[N:7]=[CH:6][C:5]([O:8][CH2:9][C:10]2[C:15]([C:16]([O:18][C:19]([CH3:22])([CH3:21])[CH3:20])=[O:17])=[C:14]([OH:23])[C:13]([C:24]([F:27])([F:26])[F:25])=[CH:12][CH:11]=2)=[CH:4][CH:3]=1.[CH3:28][O:29][C:30](=[O:48])[CH2:31][C:32]1[CH:37]=[CH:36][C:35](B2OC(C)(C)C(C)(C)O2)=[C:34]([CH3:47])[CH:33]=1, predict the reaction product. The product is: [OH:23][C:14]1[C:13]([C:24]([F:27])([F:26])[F:25])=[CH:12][CH:11]=[C:10]([CH2:9][O:8][C:5]2[CH:6]=[N:7][C:2]([C:35]3[CH:36]=[CH:37][C:32]([CH2:31][C:30]([O:29][CH3:28])=[O:48])=[CH:33][C:34]=3[CH3:47])=[CH:3][CH:4]=2)[C:15]=1[C:16]([O:18][C:19]([CH3:22])([CH3:21])[CH3:20])=[O:17]. (4) Given the reactants [NH2:1][CH2:2][C:3]([NH2:6])([CH3:5])[CH3:4].C(N(CC)CC)C.Cl[C:15]1[C:24]2[C:19](=[CH:20][C:21]([C:25]3[CH:30]=[CH:29][CH:28]=[CH:27][CH:26]=3)=[CH:22][CH:23]=2)[N:18]=[CH:17][C:16]=1[N+:31]([O-:33])=[O:32], predict the reaction product. The product is: [N+:31]([C:16]1[CH:17]=[N:18][C:19]2[C:24]([C:15]=1[NH:1][CH2:2][C:3]([CH3:5])([NH2:6])[CH3:4])=[CH:23][CH:22]=[C:21]([C:25]1[CH:30]=[CH:29][CH:28]=[CH:27][CH:26]=1)[CH:20]=2)([O-:33])=[O:32]. (5) Given the reactants Cl[C:2]1[CH:7]=[C:6]([CH2:8][N:9]2[C:13]([CH3:15])([CH3:14])[C:12](=[O:16])[N:11]([C:17]3[CH:25]=[C:24]4[C:20]([C:21]([CH3:43])([CH3:42])[CH2:22][N:23]4[C:26](=[O:41])[CH2:27][N:28]([CH:36]4[CH2:40][CH2:39][CH2:38][CH2:37]4)C(=O)OC(C)(C)C)=[CH:19][CH:18]=3)[C:10]2=[O:44])[CH:5]=[CH:4][N:3]=1.[NH2:45][C:46]1[CH:47]=[N:48][CH:49]=[CH:50][CH:51]=1.CC1(C)C2C=CC(P(C3C=CC=CC=3)C3C=CC=CC=3)=CC=2OC2C1=CC=C(P(C1C=CC=CC=1)C1C=CC=CC=1)C=2.C(=O)([O-])[O-].[Cs+].[Cs+], predict the reaction product. The product is: [CH:36]1([NH:28][CH2:27][C:26]([N:23]2[C:24]3[C:20](=[CH:19][CH:18]=[C:17]([N:11]4[C:12](=[O:16])[C:13]([CH3:15])([CH3:14])[N:9]([CH2:8][C:6]5[CH:5]=[CH:4][N:3]=[C:2]([NH:45][C:46]6[CH:47]=[N:48][CH:49]=[CH:50][CH:51]=6)[CH:7]=5)[C:10]4=[O:44])[CH:25]=3)[C:21]([CH3:43])([CH3:42])[CH2:22]2)=[O:41])[CH2:37][CH2:38][CH2:39][CH2:40]1. (6) Given the reactants [CH:1]1([N:4]([CH2:39][C:40]2[CH:45]=[C:44]([CH2:46][CH2:47][CH2:48][O:49][CH3:50])[CH:43]=[C:42]([O:51][CH2:52][C@@H:53]3[CH2:55][C@H:54]3[C:56](OCC)=[O:57])[CH:41]=2)[C:5]([C@@H:7]2[C@@H:12]([C:13]3[CH:18]=[CH:17][C:16]([O:19][CH2:20][CH2:21][O:22][C:23]4[C:28]([Cl:29])=[CH:27][C:26]([CH3:30])=[CH:25][C:24]=4[Cl:31])=[CH:15][CH:14]=3)[CH2:11][CH2:10][N:9]([C:32]([O:34][C:35]([CH3:38])([CH3:37])[CH3:36])=[O:33])[CH2:8]2)=[O:6])[CH2:3][CH2:2]1.[H-].C([Al+]CC(C)C)C(C)C.CCOC(C)=O.[C@H](O)(C([O-])=O)[C@@H](O)C([O-])=O.[Na+].[K+], predict the reaction product. The product is: [CH:1]1([N:4]([CH2:39][C:40]2[CH:45]=[C:44]([CH2:46][CH2:47][CH2:48][O:49][CH3:50])[CH:43]=[C:42]([O:51][CH2:52][C@@H:53]3[CH2:55][C@H:54]3[CH2:56][OH:57])[CH:41]=2)[C:5]([C@@H:7]2[C@@H:12]([C:13]3[CH:14]=[CH:15][C:16]([O:19][CH2:20][CH2:21][O:22][C:23]4[C:28]([Cl:29])=[CH:27][C:26]([CH3:30])=[CH:25][C:24]=4[Cl:31])=[CH:17][CH:18]=3)[CH2:11][CH2:10][N:9]([C:32]([O:34][C:35]([CH3:38])([CH3:36])[CH3:37])=[O:33])[CH2:8]2)=[O:6])[CH2:3][CH2:2]1. (7) The product is: [O:23]=[C:21]1[C:20]2([CH2:24][CH2:25][CH2:27][CH2:26]2)[CH2:19][CH:18]([CH2:17][CH2:16][N:13]2[CH2:12][CH2:11][N:28]([C:34]3[CH:41]=[CH:40][C:37]([C:38]#[N:39])=[CH:36][N:35]=3)[CH2:15][CH2:14]2)[O:22]1. Given the reactants N1C2C=CC=CC=2N=C1C1[CH2:15][CH2:14][N:13]([CH2:16][CH2:17][CH:18]2[O:22][C:21](=[O:23])[C:20]([CH2:26][CH3:27])([CH2:24][CH3:25])[CH2:19]2)[CH2:12][CH2:11]1.[N:28]1([C:34]2[CH:41]=[CH:40][C:37]([C:38]#[N:39])=[CH:36][N:35]=2)CCNCC1.N1(C2C=CC=CC=2C#N)CCNCC1.CC1C=CC(S(OCCC2CC3(CCCC3)C(=O)O2)(=O)=O)=CC=1.CC1C=CC(S(OCCC2CC(CC)(CC)C(=O)O2)(=O)=O)=CC=1, predict the reaction product. (8) Given the reactants [N:1]([CH2:4][C@H:5]([C:29]([F:32])([F:31])[F:30])[C@H:6]([C@H:15]1[CH2:19][O:18]C(C)(C)[N:16]1C(OC(C)(C)C)=O)[O:7][Si:8]([C:11]([CH3:14])([CH3:13])[CH3:12])([CH3:10])[CH3:9])=[N+:2]=[N-:3].C1(C)C=CC(S([O-])(=O)=O)=CC=1.[NH+]1C=CC=CC=1.CCN(C(C)C)C(C)C, predict the reaction product. The product is: [NH2:16][C@@H:15]([C@H:6]([O:7][Si:8]([C:11]([CH3:14])([CH3:13])[CH3:12])([CH3:10])[CH3:9])[C@H:5]([CH2:4][N:1]=[N+:2]=[N-:3])[C:29]([F:32])([F:31])[F:30])[CH2:19][OH:18]. (9) Given the reactants [Br:1][C:2]1[N:7]=[C:6]([C:8]2[CH:13]=[C:12]([OH:14])[CH:11]=[C:10]([CH3:15])[N:9]=2)[CH:5]=[CH:4][CH:3]=1.[C:16](=O)([O-])[O-].[K+].[K+].IC.O, predict the reaction product. The product is: [Br:1][C:2]1[N:7]=[C:6]([C:8]2[CH:13]=[C:12]([O:14][CH3:16])[CH:11]=[C:10]([CH3:15])[N:9]=2)[CH:5]=[CH:4][CH:3]=1. (10) The product is: [Br:1][C:2]1[CH:3]=[C:4]2[C:8](=[CH:9][CH:10]=1)[NH:7][C:6]1[CH2:11][CH2:12][CH2:13][CH2:14][C:15](=[O:19])[C:5]2=1. Given the reactants [Br:1][C:2]1[CH:3]=[C:4]2[C:8](=[CH:9][CH:10]=1)[NH:7][C:6]1[CH2:11][CH2:12][CH2:13][CH2:14][CH2:15][C:5]2=1.C1C[O:19]CC1.C(C1C(=O)C(Cl)=C(Cl)C(=O)C=1C#N)#N.C([O-])(O)=O.[Na+], predict the reaction product.